From a dataset of Experimentally validated miRNA-target interactions with 360,000+ pairs, plus equal number of negative samples. Binary Classification. Given a miRNA mature sequence and a target amino acid sequence, predict their likelihood of interaction. (1) The miRNA is hsa-miR-4720-5p with sequence CCUGGCAUAUUUGGUAUAACUU. The protein sequence of the target gene is MLEICLKLVGCKSKKGLSSSSSCYLEEALQRPVASDFEPQGLSEAARWNSKENLLAGPSENDPNLFVALYDFVASGDNTLSITKGEKLRVLGYNHNGEWCEAQTKNGQGWVPSNYITPVNSLEKHSWYHGPVSRNAAEYLLSSGINGSFLVRESESSPGQRSISLRYEGRVYHYRINTASDGKLYVSSESRFNTLAELVHHHSTVADGLITTLHYPAPKRNKPTVYGVSPNYDKWEMERTDITMKHKLGGGQYGEVYEGVWKKYSLTVAVKTLKEDTMEVEEFLKEAAVMKEIKHPNLVQ.... Result: 1 (interaction). (2) The miRNA is mmu-miR-376c-3p with sequence AACAUAGAGGAAAUUUCACGU. The protein sequence of the target gene is MKNEIAAVVFFFTRLVRKHDKLKKEAVERFAEKLTLILQEKYKNHWYPEKPSKGQAYRCIRVNKFQRVDPDVLKACENSCILYSDLGLPKELTLWVDPCEVCCRYGEKNNAFIVASFENKDENKDEISRKVTRALDKVTSDYHSGSSSSDEETSKEMEVKPSSVTAAASPVYQISELIFPPLPMWHPLPRKKPGMYRGNGHQNHYPPPVPFGYPNQGRKNKPYRPIPVTWVPPPGMHCDRNHWINPHMLAPH. Result: 0 (no interaction).